The task is: Predict the reaction yield, written as a fraction of the theoretical maximum amount of product (1.0 means a 100% yield; for example, 0.34 means a 34% yield).. This data is from Reaction yield outcomes from USPTO patents with 853,638 reactions. (1) The reactants are S(Cl)([Cl:3])=O.O[CH2:6][CH2:7][N:8]1[C:17](=[O:18])[C:16]2[C:11](=[CH:12][CH:13]=[CH:14][CH:15]=2)[N:10]=[CH:9]1. The catalyst is O. The product is [Cl:3][CH2:6][CH2:7][N:8]1[C:17](=[O:18])[C:16]2[C:11](=[CH:12][CH:13]=[CH:14][CH:15]=2)[N:10]=[CH:9]1. The yield is 0.820. (2) The reactants are [CH3:1][N:2]1[CH:6]=[C:5]([C:7]([NH:9][C:10]2[CH:31]=[CH:30][C:13]([CH2:14][N:15]3[C:23]4[C:18](=[CH:19][CH:20]=[CH:21][CH:22]=4)[C:17]([CH2:24][C:25]([O:27]CC)=[O:26])=[N:16]3)=[CH:12][CH:11]=2)=[O:8])[CH:4]=[N:3]1.O.[OH-].[Li+].O.Cl. The catalyst is O1CCCC1. The product is [CH3:1][N:2]1[CH:6]=[C:5]([C:7]([NH:9][C:10]2[CH:11]=[CH:12][C:13]([CH2:14][N:15]3[C:23]4[C:18](=[CH:19][CH:20]=[CH:21][CH:22]=4)[C:17]([CH2:24][C:25]([OH:27])=[O:26])=[N:16]3)=[CH:30][CH:31]=2)=[O:8])[CH:4]=[N:3]1. The yield is 0.945. (3) The reactants are [CH2:1]1[C:5]2=[C:6]3[C:10](=[CH:11][CH:12]=[C:4]2[NH:3][CH2:2]1)[NH:9][C:8]([C:13]([O:15][CH3:16])=[O:14])=[CH:7]3.C(N(C(C)C)CC)(C)C.[CH3:26][C:27]([O:30][C:31](O[C:31]([O:30][C:27]([CH3:29])([CH3:28])[CH3:26])=[O:32])=[O:32])([CH3:29])[CH3:28]. The catalyst is CN(C=O)C. The product is [C:27]([O:30][C:31]([N:3]1[C:4]2[C:5](=[C:6]3[C:10](=[CH:11][CH:12]=2)[NH:9][C:8]([C:13]([O:15][CH3:16])=[O:14])=[CH:7]3)[CH2:1][CH2:2]1)=[O:32])([CH3:29])([CH3:28])[CH3:26]. The yield is 0.700. (4) The reactants are Cl[C:2]1[N:7]2[N:8]=[C:9]([C:23]3[CH:28]=[CH:27][C:26]([O:29][CH3:30])=[CH:25][CH:24]=3)[C:10]([C:11]3[CH:16]=[CH:15][N:14]=[C:13]([NH:17][CH:18]4[CH2:22][CH2:21][CH2:20][CH2:19]4)[N:12]=3)=[C:6]2[CH:5]=[CH:4][CH:3]=1.[CH3:31][O:32][CH2:33][CH2:34][NH2:35]. No catalyst specified. The product is [CH:18]1([NH:17][C:13]2[N:12]=[C:11]([C:10]3[C:9]([C:23]4[CH:28]=[CH:27][C:26]([O:29][CH3:30])=[CH:25][CH:24]=4)=[N:8][N:7]4[C:2]([NH:35][CH2:34][CH2:33][O:32][CH3:31])=[CH:3][CH:4]=[CH:5][C:6]=34)[CH:16]=[CH:15][N:14]=2)[CH2:19][CH2:20][CH2:21][CH2:22]1. The yield is 0.980. (5) The reactants are [F:1][C:2]1[CH:3]=[C:4]([NH:8][C:9]2[C:17]3[C:16]4[CH2:18][NH:19][CH2:20][CH2:21][C:15]=4[NH:14][C:13]=3[N:12]=[CH:11][CH:10]=2)[CH:5]=[CH:6][CH:7]=1.[C:22](OC(=O)C)(=[O:24])[CH3:23].C(N(CC)CC)C. The catalyst is ClCCCl. The product is [F:1][C:2]1[CH:3]=[C:4]([NH:8][C:9]2[C:17]3[C:16]4[CH2:18][N:19]([C:22](=[O:24])[CH3:23])[CH2:20][CH2:21][C:15]=4[NH:14][C:13]=3[N:12]=[CH:11][CH:10]=2)[CH:5]=[CH:6][CH:7]=1. The yield is 0.150. (6) The reactants are [Cl:1][C:2]1[C:7]([C:8]2[N:12]=[C:11]([C:13]3[CH:18]=[C:17]([N+:19]([O-:21])=[O:20])[C:16]([OH:22])=[C:15]([O:23]C)[CH:14]=3)[O:10][N:9]=2)=[C:6]([CH3:25])[C:5]([Cl:26])=[C:4]([CH3:27])[N:3]=1.[Cl-].[Al+3].[Cl-].[Cl-].N1C=CC=CC=1.Cl. The catalyst is CN1C(=O)CCC1. The product is [Cl:1][C:2]1[C:7]([C:8]2[N:12]=[C:11]([C:13]3[CH:14]=[C:15]([OH:23])[C:16]([OH:22])=[C:17]([N+:19]([O-:21])=[O:20])[CH:18]=3)[O:10][N:9]=2)=[C:6]([CH3:25])[C:5]([Cl:26])=[C:4]([CH3:27])[N:3]=1. The yield is 0.810.